This data is from Full USPTO retrosynthesis dataset with 1.9M reactions from patents (1976-2016). The task is: Predict the reactants needed to synthesize the given product. Given the product [Cl:20][C:21]1[CH:28]=[C:27]([N:18]([CH2:23][CH2:22][CH2:21][CH2:28][CH2:27][CH2:31][CH3:32])[CH2:17][CH2:16][C:14]2[N:15]=[C:11]([S:10][C:7]([CH3:8])([CH3:9])[C:6]([OH:5])=[O:19])[S:12][CH:13]=2)[CH:26]=[CH:25][C:22]=1[C:23]#[N:24], predict the reactants needed to synthesize it. The reactants are: C([O:5][C:6](=[O:19])[C:7]([S:10][C:11]1[S:12][CH:13]=[C:14]([CH2:16][CH2:17][NH2:18])[N:15]=1)([CH3:9])[CH3:8])(C)(C)C.[Cl:20][C:21]1[CH:28]=[C:27](F)[CH:26]=[CH:25][C:22]=1[C:23]#[N:24].F[C:31](F)(F)[C:32](O)=O.